From a dataset of Forward reaction prediction with 1.9M reactions from USPTO patents (1976-2016). Predict the product of the given reaction. (1) Given the reactants [CH3:1][O:2][C:3]1[CH:4]=[N:5][CH:6]=[C:7]([CH:11]=1)[C:8]([OH:10])=O.CN(C(ON1N=NC2C=CC=NC1=2)=[N+](C)C)C.F[P-](F)(F)(F)(F)F.C(N(C(C)C)C(C)C)C.[O:45]1[CH2:50][CH2:49][O:48][CH2:47][CH:46]1[C:51]1[C:59]2[S:58][C:57]([NH2:60])=[N:56][C:55]=2[C:54]([O:61][CH3:62])=[CH:53][CH:52]=1, predict the reaction product. The product is: [O:45]1[CH2:50][CH2:49][O:48][CH2:47][CH:46]1[C:51]1[C:59]2[S:58][C:57]([NH:60][C:8](=[O:10])[C:7]3[CH:11]=[C:3]([O:2][CH3:1])[CH:4]=[N:5][CH:6]=3)=[N:56][C:55]=2[C:54]([O:61][CH3:62])=[CH:53][CH:52]=1. (2) Given the reactants [CH3:1][O:2][C:3]1[CH:27]=[CH:26][C:6]([CH2:7][N:8]2[CH:12]=[C:11]([C:13]3[N:14]=[C:15]([NH:19][C:20]4[CH:25]=[CH:24][CH:23]=[CH:22][N:21]=4)[S:16][C:17]=3Br)[CH:10]=[N:9]2)=[CH:5][CH:4]=1.[NH:28]1[CH2:33][CH2:32][CH2:31][CH2:30][CH2:29]1.CCN(CC)CC, predict the reaction product. The product is: [CH3:1][O:2][C:3]1[CH:27]=[CH:26][C:6]([CH2:7][N:8]2[CH:12]=[C:11]([C:13]3[N:14]=[C:15]([NH:19][C:20]4[CH:25]=[CH:24][CH:23]=[CH:22][N:21]=4)[S:16][C:17]=3[N:28]3[CH2:33][CH2:32][CH2:31][CH2:30][CH2:29]3)[CH:10]=[N:9]2)=[CH:5][CH:4]=1. (3) Given the reactants C[O:2][C:3](=[O:13])[C:4]1[CH:9]=[CH:8][CH:7]=[C:6]([CH2:10][OH:11])[C:5]=1[F:12].[OH-].[Na+].Cl, predict the reaction product. The product is: [F:12][C:5]1[C:6]([CH2:10][OH:11])=[CH:7][CH:8]=[CH:9][C:4]=1[C:3]([OH:13])=[O:2]. (4) Given the reactants [C:1]([C:3]1[CH:4]=[CH:5][C:6]([CH3:12])=[C:7]([CH:11]=1)[C:8]([NH2:10])=[O:9])#[CH:2].Cl[C:14]1[C:19]([C:20]([F:23])([F:22])[F:21])=[CH:18][N:17]=[C:16]([NH:24][C:25]2[CH:30]=[CH:29][C:28]([N:31]3[CH2:36][CH2:35][N:34]([C:37]([O:39][C:40]([CH3:43])([CH3:42])[CH3:41])=[O:38])[CH2:33][CH2:32]3)=[CH:27][CH:26]=2)[N:15]=1.C1(P(C2C=CC=CC=2)C2C=CC=CC=2)C=CC=CC=1.C(N(CC)CC)C, predict the reaction product. The product is: [C:8]([C:7]1[CH:11]=[C:3]([C:1]#[C:2][C:18]2[C:19]([C:20]([F:22])([F:21])[F:23])=[CH:14][N:15]=[C:16]([NH:24][C:25]3[CH:26]=[CH:27][C:28]([N:31]4[CH2:32][CH2:33][N:34]([C:37]([O:39][C:40]([CH3:43])([CH3:42])[CH3:41])=[O:38])[CH2:35][CH2:36]4)=[CH:29][CH:30]=3)[N:17]=2)[CH:4]=[CH:5][C:6]=1[CH3:12])(=[O:9])[NH2:10]. (5) Given the reactants [CH3:1][O:2][C:3]1[CH:8]=[CH:7][C:6]([C:9]2[CH:14]=[C:13]([C:15]3[S:16][CH:17]=[CH:18][CH:19]=3)[NH:12][C:11](=[S:20])[C:10]=2[C:21]#[N:22])=[CH:5][CH:4]=1.C1(C=CC(C2C=CC=CC=2)=O)C=CC=CC=1.C(CC(N)=S)#N, predict the reaction product. The product is: [CH3:1][O:2][C:3]1[CH:8]=[CH:7][C:6]([C:9]2[CH:14]=[C:13]([C:15]3[S:16][CH:17]=[CH:18][CH:19]=3)[NH:12][C:11](=[S:20])[C:10]=2[C:21]#[N:22])=[CH:5][CH:4]=1. (6) Given the reactants CO[C:3]([C:5]1[S:9][C:8]([N:10]2[CH2:15][CH2:14][N:13]([C:16](=[O:27])[C:17]3[CH:22]=[CH:21][CH:20]=[CH:19][C:18]=3[C:23]([F:26])([F:25])[F:24])[CH2:12][CH2:11]2)=[N:7][CH:6]=1)=[O:4].[CH2:28]([NH2:33])[CH2:29][CH2:30][CH2:31][CH3:32].[C-]#N.[Na+], predict the reaction product. The product is: [CH2:28]([NH:33][C:3]([C:5]1[S:9][C:8]([N:10]2[CH2:11][CH2:12][N:13]([C:16](=[O:27])[C:17]3[CH:22]=[CH:21][CH:20]=[CH:19][C:18]=3[C:23]([F:26])([F:25])[F:24])[CH2:14][CH2:15]2)=[N:7][CH:6]=1)=[O:4])[CH2:29][CH2:30][CH2:31][CH3:32]. (7) Given the reactants [CH3:1][C:2]1[CH:3]=[C:4]([CH:12]([OH:17])[C:13]([F:16])([F:15])[F:14])[CH:5]=[C:6]([CH3:11])[C:7]=1[N+:8]([O-])=O.[BH4-].[Na+].C(OCC)(=O)C.O.N, predict the reaction product. The product is: [NH2:8][C:7]1[C:6]([CH3:11])=[CH:5][C:4]([CH:12]([OH:17])[C:13]([F:14])([F:15])[F:16])=[CH:3][C:2]=1[CH3:1]. (8) Given the reactants Br[C:2]1[CH:3]=[C:4]([CH:28]=[CH:29][CH:30]=1)[CH2:5][N:6]1[C:10]([CH3:11])=[N:9][C:8]([C:12]2[O:16][N:15]=[C:14]([C:17]3[CH:22]=[CH:21][C:20]([O:23][C:24]([F:27])([F:26])[F:25])=[CH:19][CH:18]=3)[N:13]=2)=[N:7]1.[CH3:31][S:32]([CH:35]1[CH2:40][CH2:39][NH:38][CH2:37][CH2:36]1)(=[O:34])=[O:33].C([O-])([O-])=O.[Cs+].[Cs+].C1(P(C2CCCCC2)C2C=CC=CC=2C2C(C(C)C)=CC(C(C)C)=CC=2C(C)C)CCCCC1, predict the reaction product. The product is: [CH3:31][S:32]([CH:35]1[CH2:40][CH2:39][N:38]([C:2]2[CH:30]=[CH:29][CH:28]=[C:4]([CH2:5][N:6]3[C:10]([CH3:11])=[N:9][C:8]([C:12]4[O:16][N:15]=[C:14]([C:17]5[CH:22]=[CH:21][C:20]([O:23][C:24]([F:27])([F:26])[F:25])=[CH:19][CH:18]=5)[N:13]=4)=[N:7]3)[CH:3]=2)[CH2:37][CH2:36]1)(=[O:34])=[O:33]. (9) Given the reactants [C:1]12([N:11]3[CH2:15][C@@H:14]([OH:16])[CH2:13][C:12]3=[O:17])[CH2:10][CH:5]3[CH2:6][CH:7]([CH2:9][CH:3]([CH2:4]3)[CH2:2]1)[CH2:8]2.C([N-]C(C)C)(C)C.[Li+].CN(C)P(=O)(N(C)C)N(C)C.Cl[CH2:38][C:39]1[C:44]([Cl:45])=[CH:43][CH:42]=[CH:41][C:40]=1[Cl:46], predict the reaction product. The product is: [C:1]12([N:11]3[CH2:15][C@@H:14]([OH:16])[C@H:13]([CH2:38][C:39]4[C:44]([Cl:45])=[CH:43][CH:42]=[CH:41][C:40]=4[Cl:46])[C:12]3=[O:17])[CH2:2][CH:3]3[CH2:9][CH:7]([CH2:6][CH:5]([CH2:4]3)[CH2:10]1)[CH2:8]2.